This data is from hERG Central: cardiac toxicity at 1µM, 10µM, and general inhibition. The task is: Predict hERG channel inhibition at various concentrations. (1) Results: hERG_inhib (hERG inhibition (general)): blocker. The compound is COc1ccccc1S(=O)(=O)Cc1ccc(C(=O)NCCCN2CCN(c3ccc(F)cc3)CC2)o1. (2) The compound is O=C1CC2(CCN(C(=O)COc3ccccc3)CC2)Oc2ccccc21. Results: hERG_inhib (hERG inhibition (general)): blocker. (3) The drug is CCCc1cc(N2CCN(C(=O)c3ccco3)CC2)n2c(nc3ccccc32)c1C#N. Results: hERG_inhib (hERG inhibition (general)): blocker. (4) The compound is Cc1cc(C)n(-c2cccc(CN3CCC(CO)(Cc4ccccc4)CC3)c2)n1. Results: hERG_inhib (hERG inhibition (general)): blocker. (5) The compound is CCN(CC)S(=O)(=O)c1ccc2c(c1)nc(SCC(N)=O)n2-c1ccc(OC)cc1. Results: hERG_inhib (hERG inhibition (general)): blocker. (6) The drug is CCCN1CCc2cccc3c2[C@H]1Cc1ccc(O)c(O)c1-3.Cl. Results: hERG_inhib (hERG inhibition (general)): blocker.